This data is from Peptide-MHC class II binding affinity with 134,281 pairs from IEDB. The task is: Regression. Given a peptide amino acid sequence and an MHC pseudo amino acid sequence, predict their binding affinity value. This is MHC class II binding data. The binding affinity (normalized) is 0.610. The peptide sequence is VSTFSSGLVWGQKYF. The MHC is HLA-DQA10102-DQB10602 with pseudo-sequence HLA-DQA10102-DQB10602.